From a dataset of Reaction yield outcomes from USPTO patents with 853,638 reactions. Predict the reaction yield, written as a fraction of the theoretical maximum amount of product (1.0 means a 100% yield; for example, 0.34 means a 34% yield). (1) The reactants are Cl[C:2]1[N:3]=[C:4]2[C:10]3[CH:11]=[CH:12][CH:13]=[CH:14][C:9]=3[NH:8][C:7]3[N:15]=[CH:16][CH:17]=[CH:18][C:6]=3[N:5]2[C:19]=1[C:20]1[CH:25]=[CH:24][C:23]([C:26]2([NH:30][C:31](=[O:37])[O:32][C:33]([CH3:36])([CH3:35])[CH3:34])[CH2:29][CH2:28][CH2:27]2)=[CH:22][CH:21]=1.CC1(C)C(C)(C)OB([C:46]2[CH:58]=[CH:57][C:49]([CH2:50][N:51]3[CH2:56][CH2:55][O:54][CH2:53][CH2:52]3)=[CH:48][CH:47]=2)O1.C([O-])([O-])=O.[Na+].[Na+]. The catalyst is CN(C=O)C.CCOC(C)=O.CC(P(C(C)(C)C)C1C=CC(N(C)C)=CC=1)(C)C.CC(P(C(C)(C)C)C1C=CC(N(C)C)=CC=1)(C)C.Cl[Pd]Cl. The product is [C:33]([O:32][C:31](=[O:37])[NH:30][C:26]1([C:23]2[CH:24]=[CH:25][C:20]([C:19]3[N:5]4[C:6]5[CH:18]=[CH:17][CH:16]=[N:15][C:7]=5[NH:8][C:9]5[CH:14]=[CH:13][CH:12]=[CH:11][C:10]=5[C:4]4=[N:3][C:2]=3[C:46]3[CH:47]=[CH:48][C:49]([CH2:50][N:51]4[CH2:56][CH2:55][O:54][CH2:53][CH2:52]4)=[CH:57][CH:58]=3)=[CH:21][CH:22]=2)[CH2:29][CH2:28][CH2:27]1)([CH3:35])([CH3:34])[CH3:36]. The yield is 0.440. (2) The reactants are C1C([N+]([O-])=O)=CC=C([Cl-][C:11]([O-:13])=O)C=1.Cl.[Cl:15][C:16]1[C:23]([F:24])=[CH:22][CH:21]=[CH:20][C:17]=1[CH2:18][NH2:19].C[CH2:26][N:27](C(C)C)C(C)C.Cl.[CH3:35]N[C@@H](CC=C)CO.[CH2:43]1[CH2:47][O:46][CH2:45][CH2:44]1. No catalyst specified. The product is [Cl:15][C:16]1[C:23]([F:24])=[CH:22][CH:21]=[CH:20][C:17]=1[CH2:18][NH:19][C:11](=[O:13])[N:27]([C@@H:43]([CH2:44][CH:45]=[CH2:35])[CH2:47][OH:46])[CH3:26]. The yield is 0.820. (3) The product is [C:37]([NH:28][NH:29][C:11]1[C@H:10]([CH2:22][C:23]([O:25][CH3:26])=[O:24])[N:9]=[C:8]([C:5]2[CH:6]=[CH:7][C:2]([Cl:1])=[CH:3][CH:4]=2)[C:14]2[CH:15]=[C:16]([O:19][CH3:20])[CH:17]=[CH:18][C:13]=2[N:12]=1)(=[O:38])[CH3:39]. The catalyst is C1COCC1. The yield is 1.00. The reactants are [Cl:1][C:2]1[CH:7]=[CH:6][C:5]([C:8]2[C:14]3[CH:15]=[C:16]([O:19][CH3:20])[CH:17]=[CH:18][C:13]=3[NH:12][C:11](=S)[C@H:10]([CH2:22][C:23]([O:25][CH3:26])=[O:24])[N:9]=2)=[CH:4][CH:3]=1.O.[NH2:28][NH2:29].CCN(CC)CC.[C:37](Cl)([CH3:39])=[O:38]. (4) The reactants are [CH3:1][O:2][C:3]1[CH:4]=[C:5]2[C:10](=[CH:11][C:12]=1[O:13][CH2:14][CH2:15][O:16][CH3:17])[N:9]=[CH:8][N:7]=[C:6]2[S:18][C:19]1[CH:20]=[C:21]([CH:23]=[CH:24][CH:25]=1)[NH2:22].[CH:26]([C:29]1[O:33][N:32]=[C:31]([NH:34][C:35](=O)[O:36]C2C=CC=CC=2)[CH:30]=1)([CH3:28])[CH3:27]. No catalyst specified. The product is [CH:26]([C:29]1[O:33][N:32]=[C:31]([NH:34][C:35]([NH:22][C:21]2[CH:23]=[CH:24][CH:25]=[C:19]([S:18][C:6]3[C:5]4[C:10](=[CH:11][C:12]([O:13][CH2:14][CH2:15][O:16][CH3:17])=[C:3]([O:2][CH3:1])[CH:4]=4)[N:9]=[CH:8][N:7]=3)[CH:20]=2)=[O:36])[CH:30]=1)([CH3:28])[CH3:27]. The yield is 0.470. (5) The reactants are [Br:1][C:2]1[CH:8]=[CH:7][CH:6]=[C:5]([F:9])[C:3]=1[NH2:4].I[CH2:11][CH2:12][CH2:13][CH2:14][CH2:15]I.C([O-])([O-])=O.[K+].[K+].CN(C=O)C. The catalyst is CCOCC. The product is [Br:1][C:2]1[CH:8]=[CH:7][CH:6]=[C:5]([F:9])[C:3]=1[N:4]1[CH2:15][CH2:14][CH2:13][CH2:12][CH2:11]1. The yield is 0.160. (6) The reactants are CS(O[CH2:6][C:7]1[CH:12]=[CH:11][C:10]([N+:13]([O-:15])=[O:14])=[C:9]([N+:16]([O-:18])=[O:17])[CH:8]=1)(=O)=O.C(N(CC)CC)C.[N:26]1([CH:32]2[CH2:37][CH2:36][NH:35][CH2:34][CH2:33]2)[CH2:31][CH2:30][CH2:29][CH2:28][CH2:27]1. The catalyst is C(Cl)Cl. The product is [N+:16]([C:9]1[CH:8]=[C:7]([CH:12]=[CH:11][C:10]=1[N+:13]([O-:15])=[O:14])[CH2:6][N:35]1[CH2:36][CH2:37][CH:32]([N:26]2[CH2:31][CH2:30][CH2:29][CH2:28][CH2:27]2)[CH2:33][CH2:34]1)([O-:18])=[O:17]. The yield is 0.862. (7) The reactants are [Cl:1][C:2]1[C:3]([O:12][C:13]2[CH:18]=[C:17]([O:19][CH2:20][CH2:21][O:22][CH3:23])[CH:16]=[CH:15][C:14]=2[CH2:24][OH:25])=[N:4][CH:5]=[C:6]([C:8]([F:11])([F:10])[F:9])[CH:7]=1.Cl[S:27]([N:30]=[C:31]=[O:32])(=[O:29])=[O:28].[CH2:33]([NH2:38])[CH2:34][CH2:35][CH2:36][CH3:37].Cl. The catalyst is C1(C)C=CC=CC=1.O1CCCC1.C(OCC)(=O)C.N1C=CC=CC=1. The product is [CH2:33]([NH:38][S:27]([NH:30][C:31](=[O:32])[O:25][CH2:24][C:14]1[CH:15]=[CH:16][C:17]([O:19][CH2:20][CH2:21][O:22][CH3:23])=[CH:18][C:13]=1[O:12][C:3]1[C:2]([Cl:1])=[CH:7][C:6]([C:8]([F:9])([F:11])[F:10])=[CH:5][N:4]=1)(=[O:29])=[O:28])[CH2:34][CH2:35][CH2:36][CH3:37]. The yield is 0.0400. (8) The reactants are [Br:1][C:2]1[CH:3]=[C:4]([O:29][C:30]2[CH:35]=[CH:34][C:33]([F:36])=[CH:32][CH:31]=2)[C:5]([NH:8][C:9]2[S:10][CH:11]=[C:12]([CH2:14][N:15]3[CH2:20][CH2:19][N:18](C(OC(C)(C)C)=O)[CH2:17][C:16]3=[O:28])[N:13]=2)=[N:6][CH:7]=1.Cl.O1CCOCC1. The catalyst is C(Cl)Cl.CCOCC. The product is [Br:1][C:2]1[CH:3]=[C:4]([O:29][C:30]2[CH:35]=[CH:34][C:33]([F:36])=[CH:32][CH:31]=2)[C:5]([NH:8][C:9]2[S:10][CH:11]=[C:12]([CH2:14][N:15]3[CH2:20][CH2:19][NH:18][CH2:17][C:16]3=[O:28])[N:13]=2)=[N:6][CH:7]=1. The yield is 0.730.